From a dataset of Cav3 T-type calcium channel HTS with 100,875 compounds. Binary Classification. Given a drug SMILES string, predict its activity (active/inactive) in a high-throughput screening assay against a specified biological target. (1) The drug is O1c2n(nc3c2ccc(c3)C(=O)NC(CO)C)c2c(C1)cc(cc2)C. The result is 0 (inactive). (2) The molecule is S(c1nc(c2ccccc2)cc(c1C#N)C(F)(F)F)CC#C. The result is 0 (inactive).